Dataset: Reaction yield outcomes from USPTO patents with 853,638 reactions. Task: Predict the reaction yield, written as a fraction of the theoretical maximum amount of product (1.0 means a 100% yield; for example, 0.34 means a 34% yield). (1) The reactants are [NH:1]1[C:9]2[C:4](=[CH:5][C:6]([C:10]3([C:13]([O:15]C)=[O:14])[CH2:12][CH2:11]3)=[CH:7][CH:8]=2)[CH:3]=[CH:2]1.[Li+].[OH-].Cl. The catalyst is CO.O. The product is [NH:1]1[C:9]2[C:4](=[CH:5][C:6]([C:10]3([C:13]([OH:15])=[O:14])[CH2:12][CH2:11]3)=[CH:7][CH:8]=2)[CH:3]=[CH:2]1. The yield is 0.870. (2) The reactants are [CH:1]1([C:4]2[C:9]([C:10](OC)=[O:11])=[CH:8][N:7]=[C:6]([N:14]3[CH2:19][CH2:18][N:17]4[C:20]5[CH:26]=[C:25]([S:27]([CH3:30])(=[O:29])=[O:28])[C:24]([C:31](OC)=[O:32])=[CH:23][C:21]=5[N:22]=[C:16]4[C@H:15]3[CH:35]([CH3:37])[CH3:36])[N:5]=2)[CH2:3][CH2:2]1.CC(C[AlH]CC(C)C)C.[NH4+].[Cl-]. The catalyst is C(Cl)Cl.C1(C)C=CC=CC=1. The product is [CH:1]1([C:4]2[C:9]([CH2:10][OH:11])=[CH:8][N:7]=[C:6]([N:14]3[CH2:19][CH2:18][N:17]4[C:20]5[CH:26]=[C:25]([S:27]([CH3:30])(=[O:29])=[O:28])[C:24]([CH2:31][OH:32])=[CH:23][C:21]=5[N:22]=[C:16]4[C@H:15]3[CH:35]([CH3:37])[CH3:36])[N:5]=2)[CH2:2][CH2:3]1.[CH:1]1([C:4]2[C:9]([CH2:10][OH:11])=[CH:8][N:7]=[C:6]([N:14]3[CH2:19][CH2:18][N:17]4[C:20]5[CH:26]=[C:25]([S:27]([CH3:30])(=[O:29])=[O:28])[C:24]([CH2:31][OH:32])=[CH:23][C:21]=5[N:22]=[C:16]4[C@@H:15]3[CH:35]([CH3:37])[CH3:36])[N:5]=2)[CH2:2][CH2:3]1. The yield is 0.245.